From a dataset of Reaction yield outcomes from USPTO patents with 853,638 reactions. Predict the reaction yield, written as a fraction of the theoretical maximum amount of product (1.0 means a 100% yield; for example, 0.34 means a 34% yield). (1) The reactants are [Br:1][C:2]1[CH:15]=[CH:14][C:5]2[N:6]=[C:7]([CH:9]3[CH2:12][C:11](=C)[CH2:10]3)[S:8][C:4]=2[CH:3]=1.I([O-])(=O)(=O)=[O:17].[Na+]. The catalyst is C1COCC1.O.[Os](=O)(=O)(=O)=O. The product is [Br:1][C:2]1[CH:15]=[CH:14][C:5]2[N:6]=[C:7]([CH:9]3[CH2:12][C:11](=[O:17])[CH2:10]3)[S:8][C:4]=2[CH:3]=1. The yield is 0.760. (2) The reactants are [OH:1][CH2:2][C:3]([CH3:38])([CH3:37])[O:4][C:5]1[CH:10]=[CH:9][C:8]([N:11]2[C:16](=[O:17])[C:15]([CH2:18][C:19]3[CH:24]=[CH:23][C:22]([C:25]4[C:26]([C:31]#[N:32])=[CH:27][CH:28]=[CH:29][CH:30]=4)=[CH:21][CH:20]=3)=[C:14]([CH2:33][CH2:34][CH3:35])[N:13]=[C:12]2[CH3:36])=[CH:7][CH:6]=1.CC(OI1(OC(C)=O)(OC(C)=O)OC(=O)C2C1=CC=CC=2)=O.C(OCC)(=O)C.S([O-])([O-])(=O)=S.[Na+].[Na+]. The catalyst is C(Cl)Cl.O. The product is [CH3:37][C:3]([CH3:38])([O:4][C:5]1[CH:6]=[CH:7][C:8]([N:11]2[C:16](=[O:17])[C:15]([CH2:18][C:19]3[CH:24]=[CH:23][C:22]([C:25]4[C:26]([C:31]#[N:32])=[CH:27][CH:28]=[CH:29][CH:30]=4)=[CH:21][CH:20]=3)=[C:14]([CH2:33][CH2:34][CH3:35])[N:13]=[C:12]2[CH3:36])=[CH:9][CH:10]=1)[CH:2]=[O:1]. The yield is 0.790. (3) The reactants are [CH3:13][C:12]([O:11][C:9](O[C:9]([O:11][C:12]([CH3:15])([CH3:14])[CH3:13])=[O:10])=[O:10])([CH3:15])[CH3:14].[CH2:16]([NH:23][C:24]([CH:26]1[CH2:29][C:28](=[O:30])[CH2:27]1)=O)C1C=CC=CC=1.CNC[C@@H]1C[C@H](O)C1.CCN(CC)CC. The catalyst is C1COCC1. The product is [OH:30][C@@H:28]1[CH2:29][C@H:26]([CH2:24][N:23]([CH3:16])[C:9](=[O:10])[O:11][C:12]([CH3:13])([CH3:14])[CH3:15])[CH2:27]1. The yield is 0.870. (4) The reactants are [CH3:1][C:2]1[N:11]=[C:10]2[C:5]([C:6](O)=[CH:7][CH:8]=[N:9]2)=[CH:4][CH:3]=1.O=P(Cl)(Cl)[Cl:15]. No catalyst specified. The product is [Cl:15][C:6]1[CH:7]=[CH:8][N:9]=[C:10]2[C:5]=1[CH:4]=[CH:3][C:2]([CH3:1])=[N:11]2. The yield is 0.900.